Predict the product of the given reaction. From a dataset of Forward reaction prediction with 1.9M reactions from USPTO patents (1976-2016). (1) Given the reactants [OH:1][C:2]1[C:6]([CH2:7][C:8]([O:10][CH3:11])=[O:9])=[CH:5][N:4]([CH3:12])[N:3]=1.Cl[CH2:14][C:15]1[O:19][N:18]=[C:17]([O:20][CH2:21][C:22]2[CH:31]=[CH:30][C:29]3[C:24](=[CH:25][CH:26]=[CH:27][CH:28]=3)[N:23]=2)[CH:16]=1.C(=O)([O-])[O-].[K+].[K+].CN(C)C=O, predict the reaction product. The product is: [CH3:12][N:4]1[CH:5]=[C:6]([CH2:7][C:8]([O:10][CH3:11])=[O:9])[C:2]([O:1][CH2:14][C:15]2[O:19][N:18]=[C:17]([O:20][CH2:21][C:22]3[CH:31]=[CH:30][C:29]4[C:24](=[CH:25][CH:26]=[CH:27][CH:28]=4)[N:23]=3)[CH:16]=2)=[N:3]1. (2) Given the reactants [AlH4-].[Li+].C([O:5][C:6]([C:8]1[NH:9][C:10]2[C:15]([CH:16]=1)=[CH:14][C:13]([C:17]#[N:18])=[CH:12][CH:11]=2)=O)C.[OH-].[Na+].[O-]S([O-])(=O)=O.[Mg+2], predict the reaction product. The product is: [NH2:18][CH2:17][C:13]1[CH:14]=[C:15]2[C:10](=[CH:11][CH:12]=1)[NH:9][C:8]([CH2:6][OH:5])=[CH:16]2. (3) Given the reactants [NH:1]1[CH:5]=[CH:4][C:3]([C:6]([OH:8])=O)=[N:2]1.S(Cl)(Cl)=O, predict the reaction product. The product is: [N:1]1[N:2]2[C:6](=[O:8])[C:3]3[N:2]([N:1]=[CH:5][CH:4]=3)[C:6](=[O:8])[C:3]2=[CH:4][CH:5]=1.